Predict the product of the given reaction. From a dataset of Forward reaction prediction with 1.9M reactions from USPTO patents (1976-2016). Given the reactants [C:1]([O:5][C:6]([NH:8][C@@H:9]([CH:13]([CH3:15])[CH3:14])[C:10]([OH:12])=[O:11])=[O:7])([CH3:4])([CH3:3])[CH3:2].F[P-](F)(F)(F)(F)F.CN(C)C(F)=[N+](C)C.C(N(CC)CC)C.[Cl:38][C:39]1[C:44]([NH:45][C:46]2[N:51]=[C:50]([N:52]([CH:62]3[CH2:64][CH2:63]3)[CH2:53][C:54]3[CH:59]=[CH:58][C:57]([O:60][CH3:61])=[CH:56][CH:55]=3)[C:49]3=[N:65][CH:66]=[C:67]([C:68]#[N:69])[N:48]3[N:47]=2)=[CH:43][C:42]([C:70]#[N:71])=[CH:41][C:40]=1[N:72]1[CH2:77][CH2:76][C@@H:75]([NH:78][C:79](=[O:82])[O:80][CH3:81])[C@H:74](O)[CH2:73]1, predict the reaction product. The product is: [C:1]([O:5][C:6]([NH:8][C@H:9]([CH:13]([CH3:15])[CH3:14])[C:10]([O:12][C@@H:76]1[C@@H:75]([NH:78][C:79]([O:80][CH3:81])=[O:82])[CH2:74][CH2:73][N:72]([C:40]2[CH:41]=[C:42]([C:70]#[N:71])[CH:43]=[C:44]([NH:45][C:46]3[N:51]=[C:50]([N:52]([CH:62]4[CH2:64][CH2:63]4)[CH2:53][C:54]4[CH:55]=[CH:56][C:57]([O:60][CH3:61])=[CH:58][CH:59]=4)[C:49]4=[N:65][CH:66]=[C:67]([C:68]#[N:69])[N:48]4[N:47]=3)[C:39]=2[Cl:38])[CH2:77]1)=[O:11])=[O:7])([CH3:4])([CH3:3])[CH3:2].